Dataset: Peptide-MHC class I binding affinity with 185,985 pairs from IEDB/IMGT. Task: Regression. Given a peptide amino acid sequence and an MHC pseudo amino acid sequence, predict their binding affinity value. This is MHC class I binding data. The peptide sequence is LIKFISDNK. The MHC is HLA-A11:01 with pseudo-sequence HLA-A11:01. The binding affinity (normalized) is 0.501.